Dataset: Catalyst prediction with 721,799 reactions and 888 catalyst types from USPTO. Task: Predict which catalyst facilitates the given reaction. Reactant: [CH3:1][CH2:2][CH2:3][CH2:4][CH2:5][CH2:6][CH2:7][CH2:8][CH2:9][CH2:10][CH2:11][CH2:12][CH2:13][CH2:14][CH2:15][CH2:16][CH2:17][C:18]([OH:20])=[O:19].[OH-].[Zn+2:22].[OH-]. Product: [C:18]([O-:20])(=[O:19])[CH2:17][CH2:16][CH2:15][CH2:14][CH2:13][CH2:12][CH2:11][CH2:10][CH2:9][CH2:8][CH2:7][CH2:6][CH2:5][CH2:4][CH2:3][CH2:2][CH3:1].[Zn+2:22].[C:18]([O-:20])(=[O:19])[CH2:17][CH2:16][CH2:15][CH2:14][CH2:13][CH2:12][CH2:11][CH2:10][CH2:9][CH2:8][CH2:7][CH2:6][CH2:5][CH2:4][CH2:3][CH2:2][CH3:1]. The catalyst class is: 8.